From a dataset of Reaction yield outcomes from USPTO patents with 853,638 reactions. Predict the reaction yield, written as a fraction of the theoretical maximum amount of product (1.0 means a 100% yield; for example, 0.34 means a 34% yield). (1) The reactants are [NH2:1][C@H:2]([C:4]1[N:5]([CH:16]2[CH2:18][CH2:17]2)[C:6](=[O:15])[C:7]2[C:12]([CH:13]=1)=[CH:11][CH:10]=[CH:9][C:8]=2[Cl:14])[CH3:3].Cl[C:20]1[N:25]=[CH:24][N:23]=[C:22]([NH2:26])[C:21]=1[C:27]1[O:28][C:29]([CH3:32])=[N:30][N:31]=1.CCN(C(C)C)C(C)C. The catalyst is CCCCO. The product is [NH2:26][C:22]1[N:23]=[CH:24][N:25]=[C:20]([NH:1][C@H:2]([C:4]2[N:5]([CH:16]3[CH2:18][CH2:17]3)[C:6](=[O:15])[C:7]3[C:12]([CH:13]=2)=[CH:11][CH:10]=[CH:9][C:8]=3[Cl:14])[CH3:3])[C:21]=1[C:27]1[O:28][C:29]([CH3:32])=[N:30][N:31]=1. The yield is 0.560. (2) The reactants are [CH2:1]([CH:5]([CH2:9][CH2:10][CH2:11][CH2:12][CH2:13][CH3:14])[C:6]([OH:8])=[O:7])[CH2:2][CH2:3][CH3:4].CO.[C:17](Cl)(=O)C. No catalyst specified. The product is [CH2:1]([CH:5]([CH2:9][CH2:10][CH2:11][CH2:12][CH2:13][CH3:14])[C:6]([O:8][CH3:17])=[O:7])[CH2:2][CH2:3][CH3:4]. The yield is 1.00. (3) The reactants are [NH2:1][C:2]1[CH:3]=[CH:4][C:5]([N:8]2[CH:12]=[CH:11][N:10]=[C:9]2[CH3:13])=[N:6][CH:7]=1.[Cl:14][C:15]1[CH:20]=[CH:19][C:18]([C:21]2[O:25][N:24]=[CH:23][C:22]=2[CH2:26][CH2:27][C:28](O)=[O:29])=[CH:17][CH:16]=1.O.ON1C2C=CC=CC=2N=N1.Cl.C(N=C=NCCCN(C)C)C. The catalyst is O.CN(C)C=O. The product is [CH3:13][C:9]1[N:8]([C:5]2[N:6]=[CH:7][C:2]([NH:1][C:28](=[O:29])[CH2:27][CH2:26][C:22]3[CH:23]=[N:24][O:25][C:21]=3[C:18]3[CH:19]=[CH:20][C:15]([Cl:14])=[CH:16][CH:17]=3)=[CH:3][CH:4]=2)[CH:12]=[CH:11][N:10]=1. The yield is 0.630. (4) The reactants are [Cl:1][C:2]1[C:7]([OH:8])=[C:6]([N+:9]([O-:11])=[O:10])[CH:5]=[CH:4][N:3]=1.[CH3:12][Si](C=[N+]=[N-])(C)C. The catalyst is C(#N)C.CO. The product is [Cl:1][C:2]1[C:7]([O:8][CH3:12])=[C:6]([N+:9]([O-:11])=[O:10])[CH:5]=[CH:4][N:3]=1. The yield is 0.680. (5) The reactants are [NH2:1][C:2]1[C:14]([C:15]([O:17]CC=C)=[O:16])=[C:5]2[N:6]=[C:7]([C:10]([F:13])([F:12])[F:11])[CH:8]=[CH:9][N:4]2[N:3]=1.C1([SiH3])C=CC=CC=1. The catalyst is C(Cl)Cl.C1C=CC([P]([Pd]([P](C2C=CC=CC=2)(C2C=CC=CC=2)C2C=CC=CC=2)([P](C2C=CC=CC=2)(C2C=CC=CC=2)C2C=CC=CC=2)[P](C2C=CC=CC=2)(C2C=CC=CC=2)C2C=CC=CC=2)(C2C=CC=CC=2)C2C=CC=CC=2)=CC=1. The product is [NH2:1][C:2]1[C:14]([C:15]([OH:17])=[O:16])=[C:5]2[N:6]=[C:7]([C:10]([F:13])([F:11])[F:12])[CH:8]=[CH:9][N:4]2[N:3]=1. The yield is 0.560. (6) The reactants are Cl[C:2]1[CH:3]=[C:4]([O:9][CH3:10])[CH:5]=[C:6]([Cl:8])[CH:7]=1.[Mg].CN(C)[CH:14]=[O:15].CCOC(C)=O. The catalyst is C1COCC1.BrCCBr. The product is [Cl:8][C:6]1[CH:7]=[C:2]([CH:3]=[C:4]([O:9][CH3:10])[CH:5]=1)[CH:14]=[O:15]. The yield is 0.540. (7) The reactants are [C@H:1]1([NH:10][C:11]2[CH:20]=[CH:19][C:18]3[C:13](=[CH:14][CH:15]=[C:16]([NH:21][C:22]([N:24]4[CH2:29][CH2:28][CH:27]([CH2:30][O:31]C5CCCCO5)[CH2:26][CH2:25]4)=[O:23])[CH:17]=3)[N:12]=2)[C:9]2[C:4](=[CH:5][CH:6]=[CH:7][CH:8]=2)[CH2:3][CH2:2]1.C1(C)C=CC(S([O-])(=O)=O)=CC=1.[NH+]1C=CC=CC=1. The catalyst is CO.O. The product is [C@H:1]1([NH:10][C:11]2[CH:20]=[CH:19][C:18]3[C:13](=[CH:14][CH:15]=[C:16]([NH:21][C:22]([N:24]4[CH2:29][CH2:28][CH:27]([CH2:30][OH:31])[CH2:26][CH2:25]4)=[O:23])[CH:17]=3)[N:12]=2)[C:9]2[C:4](=[CH:5][CH:6]=[CH:7][CH:8]=2)[CH2:3][CH2:2]1. The yield is 0.600. (8) The reactants are [NH2:1][C:2]([CH3:6])([CH3:5])[CH2:3][OH:4].C(N(CC)CC)C.[F:14][C:15]([F:25])([F:24])[C:16]1[CH:23]=[CH:22][C:19]([CH2:20]Cl)=[CH:18][CH:17]=1. The catalyst is C1COCC1. The product is [CH3:5][C:2]1([CH3:6])[CH2:3][O:4][C:20]([C:19]2[CH:18]=[CH:17][C:16]([C:15]([F:14])([F:24])[F:25])=[CH:23][CH:22]=2)=[N:1]1. The yield is 0.870.